From a dataset of Full USPTO retrosynthesis dataset with 1.9M reactions from patents (1976-2016). Predict the reactants needed to synthesize the given product. Given the product [C:4]1(=[O:16])[N:5]([CH2:6][CH2:7][C:8]2[CH:15]=[CH:14][CH:13]=[CH:12][C:9]=2[CH:10]=[CH:25][N+:22]([O-:24])=[O:23])[C:1](=[O:21])[C:2]2=[CH:20][CH:19]=[CH:18][CH:17]=[C:3]12, predict the reactants needed to synthesize it. The reactants are: [C:1]1(=[O:21])[N:5]([CH2:6][CH2:7][C:8]2[CH:15]=[CH:14][CH:13]=[CH:12][C:9]=2[CH:10]=O)[C:4](=[O:16])[C:3]2=[CH:17][CH:18]=[CH:19][CH:20]=[C:2]12.[N+:22]([CH3:25])([O-:24])=[O:23].C(O)(=O)C.C(N)CCC.C(OC)(OC)OC.